This data is from Full USPTO retrosynthesis dataset with 1.9M reactions from patents (1976-2016). The task is: Predict the reactants needed to synthesize the given product. (1) Given the product [CH3:33][O:32][C:30]1[CH:29]=[C:27]([NH:28][CH:2]([C:17]2[CH:22]=[CH:21][CH:20]=[CH:19][CH:18]=2)[C:3]([C:5]2[C:13]3[C:8](=[C:9]([CH2:14][CH2:15][OH:16])[CH:10]=[CH:11][CH:12]=3)[NH:7][CH:6]=2)=[O:4])[CH:26]=[C:25]([O:24][CH3:23])[CH:31]=1, predict the reactants needed to synthesize it. The reactants are: Br[CH:2]([C:17]1[CH:22]=[CH:21][CH:20]=[CH:19][CH:18]=1)[C:3]([C:5]1[C:13]2[C:8](=[C:9]([CH2:14][CH2:15][OH:16])[CH:10]=[CH:11][CH:12]=2)[NH:7][CH:6]=1)=[O:4].[CH3:23][O:24][C:25]1[CH:26]=[C:27]([CH:29]=[C:30]([O:32][CH3:33])[CH:31]=1)[NH2:28]. (2) Given the product [C:19]1([CH2:18][NH:17][CH2:15][C@H:6]2[CH2:5][O:4][CH2:3][CH2:2][N:7]2[CH2:8][C:9]2[CH:14]=[CH:13][CH:12]=[CH:11][CH:10]=2)[CH:20]=[CH:21][CH:22]=[CH:23][CH:24]=1, predict the reactants needed to synthesize it. The reactants are: O=[C:2]1[N:7]([CH2:8][C:9]2[CH:14]=[CH:13][CH:12]=[CH:11][CH:10]=2)[C@@H:6]([C:15]([NH:17][CH2:18][C:19]2[CH:24]=[CH:23][CH:22]=[CH:21][CH:20]=2)=O)[CH2:5][O:4][CH2:3]1.COCCO[AlH2-]OCCOC.[Na+]. (3) Given the product [CH3:4][C:2](=[CH2:3])[C:1]([O:13][CH:14]([O:6][C:1](=[O:5])[C:2]([CH3:4])=[CH2:3])[CH2:15][O:16][C:17]1[CH:18]=[CH:19][C:20]([C:23]2[CH:28]=[CH:27][C:26]([O:29][C:30](=[O:34])[C:31]([CH3:33])=[CH2:32])=[CH:25][CH:24]=2)=[CH:21][CH:22]=1)=[O:5], predict the reactants needed to synthesize it. The reactants are: [C:1]([O:6]C(=O)C(C)=C)(=[O:5])[C:2]([CH3:4])=[CH2:3].Cl.[O:13]=[CH:14][CH2:15][O:16][C:17]1[CH:22]=[CH:21][C:20]([C:23]2[CH:28]=[CH:27][C:26]([O:29][C:30](=[O:34])[C:31]([CH3:33])=[CH2:32])=[CH:25][CH:24]=2)=[CH:19][CH:18]=1. (4) Given the product [F:34][C:22]([F:21])([F:33])[C:23]1[CH:24]=[CH:25][C:26]([S:29]([N:9]2[CH2:10][CH2:11][CH2:12][C:7]3([C:2](=[O:13])[NH:3][CH2:4][CH2:5][CH2:6]3)[CH2:8]2)(=[O:31])=[O:30])=[CH:27][CH:28]=1, predict the reactants needed to synthesize it. The reactants are: Cl.[C:2]1(=[O:13])[C:7]2([CH2:12][CH2:11][CH2:10][NH:9][CH2:8]2)[CH2:6][CH2:5][CH2:4][NH:3]1.C(N(CC)CC)C.[F:21][C:22]([F:34])([F:33])[C:23]1[CH:28]=[CH:27][C:26]([S:29](Cl)(=[O:31])=[O:30])=[CH:25][CH:24]=1. (5) Given the product [Br:13][C:11]1[C:6]([C:2]2[O:1][CH:5]=[CH:4][CH:3]=2)=[N:7][C:8]([NH2:12])=[N:9][CH:10]=1, predict the reactants needed to synthesize it. The reactants are: [O:1]1[CH:5]=[CH:4][CH:3]=[C:2]1[C:6]1[CH:11]=[CH:10][N:9]=[C:8]([NH2:12])[N:7]=1.[Br:13]N1C(=O)CCC1=O.